From a dataset of Reaction yield outcomes from USPTO patents with 853,638 reactions. Predict the reaction yield, written as a fraction of the theoretical maximum amount of product (1.0 means a 100% yield; for example, 0.34 means a 34% yield). (1) The product is [NH:26]1[CH:27]=[N:28][C:24]([C:21]2[CH:22]=[C:23]3[C:18](=[CH:19][CH:20]=2)[NH:17][N:16]=[C:15]3[C:11]2[CH:10]=[C:9]([NH:8][C:6]([C:3]3[CH:4]=[CH:5][O:1][CH:2]=3)=[O:7])[CH:14]=[CH:13][CH:12]=2)=[N:25]1. The reactants are [O:1]1[CH:5]=[CH:4][C:3]([C:6]([NH:8][C:9]2[CH:14]=[CH:13][CH:12]=[C:11]([C:15]3[C:23]4[C:18](=[CH:19][CH:20]=[C:21]([C:24]5[N:28]=[CH:27][N:26](C(C6C=CC=CC=6)(C6C=CC=CC=6)C6C=CC=CC=6)[N:25]=5)[CH:22]=4)[N:17](C4CCCCO4)[N:16]=3)[CH:10]=2)=[O:7])=[CH:2]1. The catalyst is Cl.O1CCOCC1. The yield is 0.370. (2) The reactants are Br[C:2]1[CH:11]=[CH:10][C:9]([N:12]([CH3:14])[CH3:13])=[CH:8][C:3]=1[C:4]([O:6][CH3:7])=[O:5].[NH4+].[OH-].[CH3:17][N:18](C=O)C. The catalyst is [C-]#N.[C-]#N.[Zn+2].C1C=CC([P]([Pd]([P](C2C=CC=CC=2)(C2C=CC=CC=2)C2C=CC=CC=2)([P](C2C=CC=CC=2)(C2C=CC=CC=2)C2C=CC=CC=2)[P](C2C=CC=CC=2)(C2C=CC=CC=2)C2C=CC=CC=2)(C2C=CC=CC=2)C2C=CC=CC=2)=CC=1. The product is [C:17]([C:2]1[CH:11]=[CH:10][C:9]([N:12]([CH3:14])[CH3:13])=[CH:8][C:3]=1[C:4]([O:6][CH3:7])=[O:5])#[N:18]. The yield is 0.960. (3) The reactants are [CH2:1]([O:5][C:6]1[CH:11]=[CH:10][C:9]([S:12]([N:15]([CH:17]([C:22]2[CH:27]=[CH:26][C:25]([O:28][CH2:29][CH2:30][CH2:31][NH:32][C:33]([O:35][CH2:36][CH3:37])=[O:34])=[CH:24][CH:23]=2)[C:18]([O:20]C)=[O:19])[CH3:16])(=[O:14])=[O:13])=[CH:8][CH:7]=1)[C:2]#[C:3][CH3:4].[OH-].[Na+]. The catalyst is C1COCC1.CO. The product is [CH2:1]([O:5][C:6]1[CH:7]=[CH:8][C:9]([S:12]([N:15]([CH:17]([C:22]2[CH:23]=[CH:24][C:25]([O:28][CH2:29][CH2:30][CH2:31][NH:32][C:33]([O:35][CH2:36][CH3:37])=[O:34])=[CH:26][CH:27]=2)[C:18]([OH:20])=[O:19])[CH3:16])(=[O:13])=[O:14])=[CH:10][CH:11]=1)[C:2]#[C:3][CH3:4]. The yield is 0.818. (4) The reactants are [NH:1](C(OCC1C2C(=CC=CC=2)C2C1=CC=CC=2)=O)[C@H:2]([C:4]([NH:6][C@H:7]([C:9]([NH:11][C@H:12]([C:17]([OH:19])=[O:18])[CH2:13][C:14](=[O:16])[NH2:15])=[O:10])[CH3:8])=[O:5])[CH3:3].[CH3:37][C:38]([NH:49][CH2:50][CH:51]([OH:67])[CH2:52][O:53][C:54]1[C:59]2[C:60]3[C:65]([NH:66][C:58]=2[CH:57]=[CH:56][CH:55]=1)=[CH:64][CH:63]=[CH:62][CH:61]=3)([C:40]1[CH:45]=[CH:44][C:43]([N:46]=[N+:47]=[N-:48])=[CH:42][CH:41]=1)[CH3:39].[CH3:68][C:69]1[C:75](=[O:76])[C:74]2[N:77]3[C@@:81]([O:88][CH3:89])([C@H:82]([CH2:83][O:84][C:85]([NH2:87])=[O:86])[C:73]=2[C:71](=[O:72])[C:70]=1[NH2:91])[C@H:80]1[NH:90][C@H:79]1[CH2:78]3.C(OCC)(=O)C.CCCCCC. The catalyst is N1CCOCC1.CN1C(=O)CCC1. The product is [NH2:1][C@H:2]([C:4]([NH:6][C@H:7]([C:9]([NH:11][C@H:12]([C:17]([OH:19])=[O:18])[CH2:13][C:14](=[O:16])[NH2:15])=[O:10])[CH3:8])=[O:5])[CH3:3].[CH3:39][C:38]([NH:49][CH2:50][CH:51]([OH:67])[CH2:52][O:53][C:54]1[C:59]2[C:60]3[C:65]([NH:66][C:58]=2[CH:57]=[CH:56][CH:55]=1)=[CH:64][CH:63]=[CH:62][CH:61]=3)([C:40]1[CH:45]=[CH:44][C:43]([N:46]=[N+:47]=[N-:48])=[CH:42][CH:41]=1)[CH3:37].[CH3:68][C:69]1[C:75](=[O:76])[C:74]2[N:77]3[C@@:81]([O:88][CH3:89])([C@H:82]([CH2:83][O:84][C:85]([NH2:87])=[O:86])[C:73]=2[C:71](=[O:72])[C:70]=1[NH2:91])[C@H:80]1[NH:90][C@H:79]1[CH2:78]3. The yield is 0.750. (5) The reactants are Br[C:2]1[CH:7]=[CH:6][CH:5]=[CH:4][N:3]=1.C([Li])CCC.[NH2:13][C:14]1[CH:22]=[CH:21][C:20]([Cl:23])=[CH:19][C:15]=1[C:16](O)=[O:17].Cl[Si](C)(C)C.Cl. The catalyst is CCOCC.C1COCC1. The product is [NH2:13][C:14]1[CH:22]=[CH:21][C:20]([Cl:23])=[CH:19][C:15]=1[C:16]([C:2]1[CH:7]=[CH:6][CH:5]=[CH:4][N:3]=1)=[O:17]. The yield is 0.450. (6) The reactants are [Na+].[CH3:2][O:3][C:4]1[CH:5]=[C:6]2[C:11](=[CH:12][CH:13]=1)[CH:10]=[C:9]([C@H:14]([CH3:18])[C:15]([O-:17])=[O:16])[CH:8]=[CH:7]2.Br[CH2:20][CH2:21][OH:22].CCOCC.CCCCCC. The catalyst is CN(C=O)C.C(Cl)Cl. The product is [CH3:2][O:3][C:4]1[CH:5]=[C:6]2[C:11](=[CH:12][CH:13]=1)[CH:10]=[C:9]([C@H:14]([CH3:18])[C:15]([O:17][CH2:20][CH2:21][OH:22])=[O:16])[CH:8]=[CH:7]2. The yield is 0.840. (7) The reactants are [NH:1]1[CH2:5][CH2:4][CH2:3][CH:2]1[C:6]([O:8][CH2:9][CH2:10][CH2:11][C:12]1[CH:13]=[N:14][CH:15]=[CH:16][CH:17]=1)=[O:7].[C:18]1([CH2:24][S:25](Cl)(=[O:27])=[O:26])[CH:23]=[CH:22][CH:21]=[CH:20][CH:19]=1.C(N(CC)CC)C. The catalyst is C(Cl)Cl. The product is [C:18]1([CH2:24][S:25]([N:1]2[CH2:5][CH2:4][CH2:3][C@H:2]2[C:6]([O:8][CH2:9][CH2:10][CH2:11][C:12]2[CH:13]=[N:14][CH:15]=[CH:16][CH:17]=2)=[O:7])(=[O:27])=[O:26])[CH:23]=[CH:22][CH:21]=[CH:20][CH:19]=1. The yield is 0.430.